From a dataset of Catalyst prediction with 721,799 reactions and 888 catalyst types from USPTO. Predict which catalyst facilitates the given reaction. (1) Product: [Br:1][CH2:2][C:3]([NH:6][C:7]1[CH:12]=[CH:11][C:10]([C:13]([C:21]2[CH:22]=[CH:23][C:24]([Cl:27])=[CH:25][CH:26]=2)([OH:20])[C:14]2[N:18]([CH3:19])[CH:17]=[N:16][CH:15]=2)=[CH:9][C:8]=1[C:28](=[O:29])[C:30]1[CH:35]=[CH:34][CH:33]=[C:32]([Cl:36])[CH:31]=1)=[O:4]. Reactant: [Br:1][CH2:2][C:3](Br)=[O:4].[NH2:6][C:7]1[CH:12]=[CH:11][C:10]([C:13]([C:21]2[CH:26]=[CH:25][C:24]([Cl:27])=[CH:23][CH:22]=2)([OH:20])[C:14]2[N:18]([CH3:19])[CH:17]=[N:16][CH:15]=2)=[CH:9][C:8]=1[C:28]([C:30]1[CH:35]=[CH:34][CH:33]=[C:32]([Cl:36])[CH:31]=1)=[O:29].CCOC(C)=O.[OH-].[Na+]. The catalyst class is: 15. (2) Reactant: C(OC(=O)[N:7]([CH2:28][C:29]1[CH:38]=[CH:37][C:32]2[O:33][CH2:34][CH2:35][O:36][C:31]=2[CH:30]=1)[CH:8]1[CH2:13][CH2:12][N:11]([CH2:14][CH2:15][N:16]2[C:25]3[C:20](=[C:21]([NH2:26])[CH:22]=[CH:23][CH:24]=3)[CH:19]=[CH:18][C:17]2=[O:27])[CH2:10][CH2:9]1)(C)(C)C.[ClH:40].O1CCOCC1. Product: [ClH:40].[O:33]1[C:32]2[CH:37]=[CH:38][C:29]([CH2:28][NH:7][CH:8]3[CH2:13][CH2:12][N:11]([CH2:14][CH2:15][N:16]4[C:25]5[C:20](=[C:21]([NH2:26])[CH:22]=[CH:23][CH:24]=5)[CH:19]=[CH:18][C:17]4=[O:27])[CH2:10][CH2:9]3)=[CH:30][C:31]=2[O:36][CH2:35][CH2:34]1. The catalyst class is: 12. (3) Reactant: [N:1]([C@@H:4]1[CH2:8][O:7][CH2:6][C@@H:5]1[O:9][Si:10]([C:13]([CH3:16])([CH3:15])[CH3:14])([CH3:12])[CH3:11])=[N+]=[N-]. Product: [Si:10]([O:9][C@H:5]1[CH2:6][O:7][CH2:8][C@H:4]1[NH2:1])([C:13]([CH3:16])([CH3:15])[CH3:14])([CH3:12])[CH3:11]. The catalyst class is: 63. (4) Reactant: [O:1]=[S:2]1(=[O:10])[CH2:6][CH2:5]C(C(O)=O)N1.C[N:12]([CH:14]=O)[CH3:13].Br[CH2:17][C:18]1[CH:23]=[CH:22][CH:21]=[CH:20][CH:19]=1.[C:24]([O-:27])([O-])=[O:25].[K+].[K+]. Product: [CH2:17]([O:27][C:24]([CH:13]1[CH2:5][CH2:6][S:2](=[O:1])(=[O:10])[N:12]1[CH2:14][C:18]1[CH:23]=[CH:22][CH:21]=[CH:20][CH:19]=1)=[O:25])[C:18]1[CH:23]=[CH:22][CH:21]=[CH:20][CH:19]=1. The catalyst class is: 6. (5) Reactant: [C:1]([O:5][C:6]([NH:8][CH:9]([CH:14]1[CH2:16][CH2:15]1)[CH2:10][C:11]([OH:13])=O)=[O:7])([CH3:4])([CH3:3])[CH3:2].CN(C(O[N:32]1N=[N:32][C:27]2[CH:28]=[CH:29][CH:29]=[CH:28][C:27]1=2)=[N+](C)C)C.F[P-](F)(F)(F)(F)F.C(N(CC)CC)C.C1(N)CC1. Product: [CH:14]1([CH:9]([NH:8][C:6](=[O:7])[O:5][C:1]([CH3:2])([CH3:3])[CH3:4])[CH2:10][C:11]([NH:32][CH:27]2[CH2:29][CH2:28]2)=[O:13])[CH2:16][CH2:15]1. The catalyst class is: 20. (6) Reactant: Br[C:2]1[CH:7]=[CH:6][CH:5]=[CH:4][N:3]=1.[Li]CCCC.[F:13][C:14]([F:28])([F:27])[C:15]1[N:20]=[CH:19][C:18]([C:21]2([CH:25]=[O:26])[CH2:24][CH2:23][CH2:22]2)=[CH:17][CH:16]=1.CCOC(C)=O. Product: [N:3]1[CH:4]=[CH:5][CH:6]=[CH:7][C:2]=1[CH:25]([C:21]1([C:18]2[CH:19]=[N:20][C:15]([C:14]([F:28])([F:13])[F:27])=[CH:16][CH:17]=2)[CH2:24][CH2:23][CH2:22]1)[OH:26]. The catalyst class is: 1. (7) Reactant: [Cl:1][C:2]1[C:3]([CH2:13][N:14]([CH:40]2[CH2:42][CH2:41]2)[C:15](=[O:39])[CH:16]([C:37]#[N:38])[CH2:17][C:18]2[CH:19]=[N:20][C:21]([O:24][CH2:25][CH2:26][O:27][C:28]3[C:33]([Cl:34])=[CH:32][C:31]([CH3:35])=[CH:30][C:29]=3[Cl:36])=[CH:22][CH:23]=2)=[CH:4][C:5]([CH2:8][CH2:9][CH2:10][O:11][CH3:12])=[N:6][CH:7]=1.[BH4-].[Na+].C(Cl)Cl. Product: [NH2:38][CH2:37][C@@H:16]([CH2:17][C:18]1[CH:19]=[N:20][C:21]([O:24][CH2:25][CH2:26][O:27][C:28]2[C:33]([Cl:34])=[CH:32][C:31]([CH3:35])=[CH:30][C:29]=2[Cl:36])=[CH:22][CH:23]=1)[C:15]([N:14]([CH2:13][C:3]1[C:2]([Cl:1])=[CH:7][N:6]=[C:5]([CH2:8][CH2:9][CH2:10][O:11][CH3:12])[CH:4]=1)[CH:40]1[CH2:42][CH2:41]1)=[O:39]. The catalyst class is: 5. (8) Reactant: [F:1][C:2]1[CH:3]=[C:4]([S:10]([N:13]2[CH:26]([CH3:27])[C:25]3[C:20](=[CH:21][CH:22]=[CH:23][CH:24]=3)[C:19]3[CH:18]=[CH:17][CH:16]=[CH:15][C:14]2=3)(=[O:12])=[O:11])[CH:5]=[CH:6][C:7]=1[O:8][CH3:9].[Br:28]Br. Product: [Br:28][C:17]1[CH:16]=[CH:15][C:14]2[N:13]([S:10]([C:4]3[CH:5]=[CH:6][C:7]([O:8][CH3:9])=[C:2]([F:1])[CH:3]=3)(=[O:11])=[O:12])[CH:26]([CH3:27])[C:25]3[C:20](=[CH:21][CH:22]=[CH:23][CH:24]=3)[C:19]=2[CH:18]=1. The catalyst class is: 15. (9) Reactant: C([O:5][C:6](=[O:43])[CH2:7][CH2:8][C@H:9]([NH:13][C:14]([C:16]1[CH:20]=[C:19]([O:21][CH2:22][C:23]([N:25]2[CH2:29][CH2:28][CH2:27][C@H:26]2[C:30](=[O:36])[NH:31][CH:32]2[CH2:35][CH2:34][CH2:33]2)=[O:24])[N:18]([C:37]2[CH:42]=[CH:41][CH:40]=[CH:39][CH:38]=2)[N:17]=1)=[O:15])[C:10](O)=[O:11])(C)(C)C.CCN(C(C)C)C(C)C.CN(C(ON1N=NC2C=CC=NC1=2)=[N+](C)C)C.F[P-](F)(F)(F)(F)F.[C:77]1([O:83][C:84]([N:86]2[CH2:91][CH2:90][NH:89][CH2:88][CH2:87]2)=[O:85])[CH:82]=[CH:81][CH:80]=[CH:79][CH:78]=1. Product: [C:77]1([O:83][C:84]([N:86]2[CH2:91][CH2:90][N:89]([C:10](=[O:11])[C@@H:9]([NH:13][C:14]([C:16]3[CH:20]=[C:19]([O:21][CH2:22][C:23]([N:25]4[CH2:29][CH2:28][CH2:27][C@H:26]4[C:30](=[O:36])[NH:31][CH:32]4[CH2:33][CH2:34][CH2:35]4)=[O:24])[N:18]([C:37]4[CH:38]=[CH:39][CH:40]=[CH:41][CH:42]=4)[N:17]=3)=[O:15])[CH2:8][CH2:7][C:6]([OH:43])=[O:5])[CH2:88][CH2:87]2)=[O:85])[CH:82]=[CH:81][CH:80]=[CH:79][CH:78]=1. The catalyst class is: 3.